Dataset: Reaction yield outcomes from USPTO patents with 853,638 reactions. Task: Predict the reaction yield, written as a fraction of the theoretical maximum amount of product (1.0 means a 100% yield; for example, 0.34 means a 34% yield). (1) The reactants are Br[C:2]1[CH:7]=[CH:6][C:5]([C:8](=[O:10])[CH3:9])=[CH:4][CH:3]=1.[C:11]([O:15][CH3:16])(=[O:14])[CH:12]=[CH2:13].CN(C1CCCCC1)C1CCCCC1.C(P(C(C)(C)C)C(C)(C)C)(C)(C)C.F[B-](F)(F)F. The yield is 0.340. The catalyst is O1CCOCC1.C1C=CC(/C=C/C(/C=C/C2C=CC=CC=2)=O)=CC=1.C1C=CC(/C=C/C(/C=C/C2C=CC=CC=2)=O)=CC=1.C1C=CC(/C=C/C(/C=C/C2C=CC=CC=2)=O)=CC=1.[Pd].[Pd]. The product is [CH3:16][O:15][C:11](=[O:14])/[CH:12]=[CH:13]/[C:2]1[CH:7]=[CH:6][C:5]([C:8](=[O:10])[CH3:9])=[CH:4][CH:3]=1. (2) The reactants are Cl.[NH2:2]O.[Na].[CH3:5][N:6]([CH2:8][C:9]#[N:10])[CH3:7].[H-].[Na+].C[O:14][C:15]([C:17]1[C:25]2[C:20](=[CH:21][CH:22]=[CH:23][CH:24]=2)[N:19]([CH2:26][C:27]2[CH:32]=[CH:31][CH:30]=[CH:29][CH:28]=2)[N:18]=1)=O. The catalyst is CO. The product is [CH2:26]([N:19]1[C:20]2[C:25](=[CH:24][CH:23]=[CH:22][CH:21]=2)[C:17]([C:15]2[O:14][N:2]=[C:9]([CH2:8][N:6]([CH3:7])[CH3:5])[N:10]=2)=[N:18]1)[C:27]1[CH:32]=[CH:31][CH:30]=[CH:29][CH:28]=1. The yield is 0.480. (3) The reactants are [Si:1]([O:8][C@H:9]([C:33]1[CH:38]=[CH:37][CH:36]=[CH:35][CH:34]=1)[C@H:10]1[CH2:14][CH2:13][C@@H:12]([CH2:15][C:16]2[CH:21]=[CH:20][C:19]([C:22]([O:24]C)=[O:23])=[CH:18][CH:17]=2)[N:11]1[C:26]([O:28][C:29]([CH3:32])([CH3:31])[CH3:30])=[O:27])([C:4]([CH3:7])([CH3:6])[CH3:5])([CH3:3])[CH3:2].[Li+].[OH-]. The catalyst is CO. The product is [C:29]([O:28][C:26]([N:11]1[C@@H:10]([C@H:9]([O:8][Si:1]([C:4]([CH3:6])([CH3:5])[CH3:7])([CH3:3])[CH3:2])[C:33]2[CH:38]=[CH:37][CH:36]=[CH:35][CH:34]=2)[CH2:14][CH2:13][C@H:12]1[CH2:15][C:16]1[CH:17]=[CH:18][C:19]([C:22]([OH:24])=[O:23])=[CH:20][CH:21]=1)=[O:27])([CH3:30])([CH3:31])[CH3:32]. The yield is 0.990. (4) The catalyst is ClCCCl. The reactants are [CH3:1][O:2][C:3]1([OH:20])[CH:8]=[C:7]([O:9]C)[N:6]=[C:5]([C:11]2[S:12][CH:13]=[C:14]([C:16]([F:19])([F:18])[F:17])[N:15]=2)[NH:4]1.B(Cl)(Cl)Cl.O.C(Cl)Cl. The product is [OH:9][C:7]1[N:6]=[C:5]([C:11]2[S:12][CH:13]=[C:14]([C:16]([F:19])([F:18])[F:17])[N:15]=2)[NH:4][C:3]([O:2][CH3:1])([OH:20])[CH:8]=1. The yield is 0.380. (5) The reactants are [Cl:1][C:2]1[CH:3]=[C:4]([NH:16][C:17]2[C:18]3[CH:26]=[C:25]([NH:27]CC4C=CC(OC)=CC=4)[N:24]=[CH:23][C:19]=3[N:20]=[CH:21][N:22]=2)[CH:5]=[CH:6][C:7]=1[O:8][CH2:9][C:10]1[CH:15]=[CH:14][CH:13]=[CH:12][N:11]=1.FC(F)(F)C(O)=O.C1(OC)C=CC=CC=1. No catalyst specified. The product is [Cl:1][C:2]1[CH:3]=[C:4]([NH:16][C:17]2[C:18]3[CH:26]=[C:25]([NH2:27])[N:24]=[CH:23][C:19]=3[N:20]=[CH:21][N:22]=2)[CH:5]=[CH:6][C:7]=1[O:8][CH2:9][C:10]1[CH:15]=[CH:14][CH:13]=[CH:12][N:11]=1. The yield is 0.890. (6) The reactants are [CH:1]1[C:13]2CC3[C:6](=[CH:7][CH:8]=[CH:9][CH:10]=3)[C:5]=2[CH:4]=[CH:3][CH:2]=1.[CH3:14][C:15]([CH3:18])([O-])[CH3:16].[K+].IC. The catalyst is CS(C)=O. The product is [CH3:14][C:15]1([CH3:18])[C:13]2[CH:1]=[CH:2][CH:3]=[CH:4][C:5]=2[C:6]2[C:16]1=[CH:10][CH:9]=[CH:8][CH:7]=2. The yield is 0.815. (7) The reactants are [CH3:1][N:2]1[C:14]2[C:13]3[N:12]=[C:11]([S:15][CH3:16])[N:10]=[CH:9][C:8]=3[CH2:7][CH2:6][C:5]=2[C:4]([C:17]([O:19]CC)=O)=[N:3]1.C[N:23](C)C=O.O.[NH4+]. The product is [CH3:1][N:2]1[C:14]2[C:13]3[N:12]=[C:11]([S:15][CH3:16])[N:10]=[CH:9][C:8]=3[CH2:7][CH2:6][C:5]=2[C:4]([C:17]([NH2:23])=[O:19])=[N:3]1. The catalyst is CO. The yield is 0.520.